Dataset: NCI-60 drug combinations with 297,098 pairs across 59 cell lines. Task: Regression. Given two drug SMILES strings and cell line genomic features, predict the synergy score measuring deviation from expected non-interaction effect. (1) Cell line: SN12C. Drug 2: B(C(CC(C)C)NC(=O)C(CC1=CC=CC=C1)NC(=O)C2=NC=CN=C2)(O)O. Synergy scores: CSS=34.9, Synergy_ZIP=-3.70, Synergy_Bliss=-1.85, Synergy_Loewe=-20.2, Synergy_HSA=-0.278. Drug 1: CN(CCCl)CCCl.Cl. (2) Drug 1: CCCCCOC(=O)NC1=NC(=O)N(C=C1F)C2C(C(C(O2)C)O)O. Drug 2: C1C(C(OC1N2C=NC3=C2NC=NCC3O)CO)O. Cell line: UO-31. Synergy scores: CSS=-3.92, Synergy_ZIP=1.51, Synergy_Bliss=0.760, Synergy_Loewe=-3.24, Synergy_HSA=-3.01. (3) Drug 1: C1=NC2=C(N1)C(=S)N=C(N2)N. Drug 2: COCCOC1=C(C=C2C(=C1)C(=NC=N2)NC3=CC=CC(=C3)C#C)OCCOC.Cl. Cell line: IGROV1. Synergy scores: CSS=49.8, Synergy_ZIP=10.3, Synergy_Bliss=9.96, Synergy_Loewe=12.0, Synergy_HSA=13.7. (4) Drug 1: C1CCC(C1)C(CC#N)N2C=C(C=N2)C3=C4C=CNC4=NC=N3. Drug 2: CN(C)C1=NC(=NC(=N1)N(C)C)N(C)C. Cell line: U251. Synergy scores: CSS=0.246, Synergy_ZIP=0.832, Synergy_Bliss=1.67, Synergy_Loewe=-0.269, Synergy_HSA=-0.835. (5) Drug 1: CCC(=C(C1=CC=CC=C1)C2=CC=C(C=C2)OCCN(C)C)C3=CC=CC=C3.C(C(=O)O)C(CC(=O)O)(C(=O)O)O. Drug 2: C(CC(=O)O)C(=O)CN.Cl. Cell line: SF-268. Synergy scores: CSS=1.28, Synergy_ZIP=-4.87, Synergy_Bliss=-9.75, Synergy_Loewe=-14.8, Synergy_HSA=-11.8. (6) Drug 1: C(CC(=O)O)C(=O)CN.Cl. Drug 2: C1CNP(=O)(OC1)N(CCCl)CCCl. Cell line: OVCAR-8. Synergy scores: CSS=-4.84, Synergy_ZIP=3.75, Synergy_Bliss=2.23, Synergy_Loewe=-6.38, Synergy_HSA=-5.92. (7) Drug 1: CC1=C(C=C(C=C1)NC2=NC=CC(=N2)N(C)C3=CC4=NN(C(=C4C=C3)C)C)S(=O)(=O)N.Cl. Drug 2: CNC(=O)C1=NC=CC(=C1)OC2=CC=C(C=C2)NC(=O)NC3=CC(=C(C=C3)Cl)C(F)(F)F. Cell line: HCT-15. Synergy scores: CSS=31.4, Synergy_ZIP=-1.17, Synergy_Bliss=1.39, Synergy_Loewe=-11.5, Synergy_HSA=-0.378. (8) Drug 1: C1C(C(OC1N2C=NC3=C(N=C(N=C32)Cl)N)CO)O. Drug 2: CN(CCCl)CCCl.Cl. Cell line: SN12C. Synergy scores: CSS=45.3, Synergy_ZIP=-3.83, Synergy_Bliss=-0.672, Synergy_Loewe=-9.36, Synergy_HSA=1.24. (9) Drug 1: C1=CC(=CC=C1CC(C(=O)O)N)N(CCCl)CCCl.Cl. Drug 2: CCCCC(=O)OCC(=O)C1(CC(C2=C(C1)C(=C3C(=C2O)C(=O)C4=C(C3=O)C=CC=C4OC)O)OC5CC(C(C(O5)C)O)NC(=O)C(F)(F)F)O. Cell line: HOP-92. Synergy scores: CSS=12.7, Synergy_ZIP=-5.91, Synergy_Bliss=-2.06, Synergy_Loewe=-1.40, Synergy_HSA=-1.24.